From a dataset of Full USPTO retrosynthesis dataset with 1.9M reactions from patents (1976-2016). Predict the reactants needed to synthesize the given product. (1) Given the product [F:1][C:2]1[CH:3]=[CH:4][CH:5]=[C:6]2[C:10]=1[N:9]([CH2:11][C:12]1[O:13][C:14]([C:17]([F:20])([F:19])[F:18])=[CH:15][CH:16]=1)[C:8](=[O:21])[C:7]12[C:24]2=[CH:25][C:26]3[O:30][CH2:29][O:28][C:27]=3[CH:31]=[C:32]2[O:23][CH2:22]1, predict the reactants needed to synthesize it. The reactants are: [F:1][C:2]1[CH:3]=[CH:4][CH:5]=[C:6]2[C:10]=1[N:9]([CH2:11][C:12]1[O:13][C:14]([C:17]([F:20])([F:19])[F:18])=[CH:15][CH:16]=1)[C:8](=[O:21])[C:7]2([C:24]1[C:32](O)=[CH:31][C:27]2[O:28][CH2:29][O:30][C:26]=2[CH:25]=1)[CH2:22][OH:23].C1(CCN2C3C(=CC=CC=3)C(C3C(O)=CC4OCOC=4C=3)(CO)C2=O)CC1. (2) Given the product [Cl:1][C:2]1[CH:3]=[C:4]([C:19]([N:36]([CH2:37][CH3:38])[CH2:34][CH3:35])=[O:20])[C:5](=[O:18])[NH:6][C:7]=1[C:8]([F:16])([F:17])[C:9]([F:15])([F:14])[C:10]([F:13])([F:12])[F:11], predict the reactants needed to synthesize it. The reactants are: [Cl:1][C:2]1[CH:3]=[C:4]([C:19](O)=[O:20])[C:5](=[O:18])[NH:6][C:7]=1[C:8]([F:17])([F:16])[C:9]([F:15])([F:14])[C:10]([F:13])([F:12])[F:11].C1N=CN(C(N2C=NC=C2)=O)C=1.[CH2:34]([NH:36][CH2:37][CH3:38])[CH3:35]. (3) Given the product [NH2:1][C:2]1[CH:7]=[CH:6][C:5]([C:9]2[C:10]([CH3:15])=[N:11][O:12][C:13]=2[CH3:14])=[CH:4][C:3]=1[S:16]([NH:19][CH:20]1[CH2:24][CH2:23][CH2:22][CH2:21]1)(=[O:17])=[O:18], predict the reactants needed to synthesize it. The reactants are: [NH2:1][C:2]1[C:7](Br)=[CH:6][C:5]([C:9]2[C:10]([CH3:15])=[N:11][O:12][C:13]=2[CH3:14])=[CH:4][C:3]=1[S:16]([NH:19][CH:20]1[CH2:24][CH2:23][CH2:22][CH2:21]1)(=[O:18])=[O:17]. (4) Given the product [F:32][C:33]1[C:34]([CH3:64])=[C:35]([CH:61]=[CH:62][CH:63]=1)[CH2:36][C:37]1[N:45]([C:46]2[CH:47]=[CH:48][CH:49]=[CH:50][CH:51]=2)[C:44]2[C:39](=[N:40][CH:41]=[C:42]([CH3:52])[CH:43]=2)[C:38]=1[C:53]([N:55]1[CH2:56][CH2:57][NH:58][CH2:59][CH2:60]1)=[O:54], predict the reactants needed to synthesize it. The reactants are: FC1C(C)=C(C=CC=1)CC1N(C2C=CC=CC=2)C2C(=NC=C(C)C=2)C=1C(O)=O.Cl.Cl.Cl.[F:32][C:33]1[C:34]([CH3:64])=[C:35]([CH:61]=[CH:62][CH:63]=1)[CH2:36][C:37]1[N:45]([C:46]2[CH:51]=[CH:50][CH:49]=[CH:48][CH:47]=2)[C:44]2[C:39](=[N:40][CH:41]=[C:42]([CH3:52])[CH:43]=2)[C:38]=1[C:53]([N:55]1[CH2:60][CH2:59][NH:58][CH2:57][CH2:56]1)=[O:54]. (5) Given the product [CH2:1]([N:8]1[CH2:12][C@@H:11]([O:13][CH2:20][CH2:21][CH2:22][CH2:23][CH2:24][CH2:25][CH2:26][CH2:27][CH2:28][CH2:29][CH2:30][CH2:31][CH2:32][CH2:33][CH2:34][CH3:35])[C@H:10]([O:14][CH2:35][CH2:34][CH2:33][CH2:32][CH2:31][CH2:30][CH2:29][CH2:28][CH2:27][CH2:26][CH2:25][CH2:24][CH2:23][CH2:22][CH2:21][CH3:20])[CH2:9]1)[C:2]1[CH:3]=[CH:4][CH:5]=[CH:6][CH:7]=1, predict the reactants needed to synthesize it. The reactants are: [CH2:1]([N:8]1[CH2:12][C@@H:11]([OH:13])[C@H:10]([OH:14])[CH2:9]1)[C:2]1[CH:7]=[CH:6][CH:5]=[CH:4][CH:3]=1.CS(O[CH2:20][CH2:21][CH2:22][CH2:23][CH2:24][CH2:25][CH2:26][CH2:27][CH2:28][CH2:29][CH2:30][CH2:31][CH2:32][CH2:33][CH2:34][CH3:35])(=O)=O. (6) Given the product [CH:18]1([O:17][C@H:16]([CH3:22])[C@@H:15]([C:23]([O:25][CH3:26])=[O:24])[NH:14][C:12]([C:3]2[C:2]([NH:1][C:28]([NH:27][C:30]3[C:31]([CH3:38])=[CH:32][C:33]([CH3:37])=[CH:34][C:35]=3[CH3:36])=[O:29])=[CH:11][C:10]3[C:5](=[CH:6][CH:7]=[CH:8][CH:9]=3)[CH:4]=2)=[O:13])[CH2:19][CH2:20][CH2:21]1, predict the reactants needed to synthesize it. The reactants are: [NH2:1][C:2]1[C:3]([C:12]([NH:14][C@H:15]([C:23]([O:25][CH3:26])=[O:24])[C@@H:16]([CH3:22])[O:17][CH:18]2[CH2:21][CH2:20][CH2:19]2)=[O:13])=[CH:4][C:5]2[C:10]([CH:11]=1)=[CH:9][CH:8]=[CH:7][CH:6]=2.[N:27]([C:30]1[C:35]([CH3:36])=[CH:34][C:33]([CH3:37])=[CH:32][C:31]=1[CH3:38])=[C:28]=[O:29]. (7) Given the product [ClH:1].[CH2:2]([O:4][C:5](=[O:15])[CH2:6][C:7]1[CH:12]=[CH:11][CH:10]=[C:9]([N:13]2[C:23]([NH2:24])=[CH:22][C:21]([CH:16]3[CH2:20][CH2:19][CH2:18][CH2:17]3)=[N:14]2)[CH:8]=1)[CH3:3], predict the reactants needed to synthesize it. The reactants are: [ClH:1].[CH2:2]([O:4][C:5](=[O:15])[CH2:6][C:7]1[CH:12]=[CH:11][CH:10]=[C:9]([NH:13][NH2:14])[CH:8]=1)[CH3:3].[CH:16]1([C:21](=O)[CH2:22][C:23]#[N:24])[CH2:20][CH2:19][CH2:18][CH2:17]1.